Regression. Given a peptide amino acid sequence and an MHC pseudo amino acid sequence, predict their binding affinity value. This is MHC class I binding data. From a dataset of Peptide-MHC class I binding affinity with 185,985 pairs from IEDB/IMGT. (1) The peptide sequence is YLVAYQATT. The MHC is HLA-A02:02 with pseudo-sequence HLA-A02:02. The binding affinity (normalized) is 0.456. (2) The peptide sequence is RVYLNGIGK. The MHC is HLA-B58:01 with pseudo-sequence HLA-B58:01. The binding affinity (normalized) is 0.0847. (3) The peptide sequence is QVQMLINTY. The MHC is HLA-A26:02 with pseudo-sequence HLA-A26:02. The binding affinity (normalized) is 0.559. (4) The peptide sequence is RPVFARLPF. The MHC is HLA-B40:01 with pseudo-sequence HLA-B40:01. The binding affinity (normalized) is 0.0847. (5) The peptide sequence is HLSGWELAK. The MHC is HLA-A80:01 with pseudo-sequence HLA-A80:01. The binding affinity (normalized) is 0.0847.